Dataset: Peptide-MHC class II binding affinity with 134,281 pairs from IEDB. Task: Regression. Given a peptide amino acid sequence and an MHC pseudo amino acid sequence, predict their binding affinity value. This is MHC class II binding data. (1) The binding affinity (normalized) is 0.831. The MHC is DRB3_0101 with pseudo-sequence DRB3_0101. The peptide sequence is PARLFKAFVLDSDNL. (2) The MHC is DRB1_0101 with pseudo-sequence DRB1_0101. The peptide sequence is SIAYSNNTIAIPTNF. The binding affinity (normalized) is 0.606.